Regression. Given two drug SMILES strings and cell line genomic features, predict the synergy score measuring deviation from expected non-interaction effect. From a dataset of NCI-60 drug combinations with 297,098 pairs across 59 cell lines. (1) Drug 1: C1=NC2=C(N=C(N=C2N1C3C(C(C(O3)CO)O)O)F)N. Drug 2: CC1=C(C=C(C=C1)NC(=O)C2=CC=C(C=C2)CN3CCN(CC3)C)NC4=NC=CC(=N4)C5=CN=CC=C5. Cell line: 786-0. Synergy scores: CSS=2.48, Synergy_ZIP=0.0958, Synergy_Bliss=1.04, Synergy_Loewe=1.43, Synergy_HSA=0.706. (2) Drug 1: COCCOC1=C(C=C2C(=C1)C(=NC=N2)NC3=CC=CC(=C3)C#C)OCCOC. Drug 2: CCC1=C2CN3C(=CC4=C(C3=O)COC(=O)C4(CC)O)C2=NC5=C1C=C(C=C5)O. Cell line: NCIH23. Synergy scores: CSS=76.3, Synergy_ZIP=15.1, Synergy_Bliss=14.0, Synergy_Loewe=14.2, Synergy_HSA=18.6. (3) Drug 2: C1CN(P(=O)(OC1)NCCCl)CCCl. Synergy scores: CSS=-0.103, Synergy_ZIP=-2.10, Synergy_Bliss=-8.18, Synergy_Loewe=-1.06, Synergy_HSA=-9.80. Drug 1: C#CCC(CC1=CN=C2C(=N1)C(=NC(=N2)N)N)C3=CC=C(C=C3)C(=O)NC(CCC(=O)O)C(=O)O. Cell line: LOX IMVI. (4) Drug 1: COC1=CC(=CC(=C1O)OC)C2C3C(COC3=O)C(C4=CC5=C(C=C24)OCO5)OC6C(C(C7C(O6)COC(O7)C8=CC=CS8)O)O. Drug 2: CC1C(C(CC(O1)OC2CC(CC3=C2C(=C4C(=C3O)C(=O)C5=C(C4=O)C(=CC=C5)OC)O)(C(=O)C)O)N)O.Cl. Cell line: RPMI-8226. Synergy scores: CSS=53.5, Synergy_ZIP=-2.35, Synergy_Bliss=-2.45, Synergy_Loewe=-4.10, Synergy_HSA=2.20. (5) Cell line: SK-MEL-2. Synergy scores: CSS=-1.19, Synergy_ZIP=1.78, Synergy_Bliss=1.32, Synergy_Loewe=-1.66, Synergy_HSA=-0.912. Drug 2: CCCCCOC(=O)NC1=NC(=O)N(C=C1F)C2C(C(C(O2)C)O)O. Drug 1: CN1CCC(CC1)COC2=C(C=C3C(=C2)N=CN=C3NC4=C(C=C(C=C4)Br)F)OC.